Dataset: NCI-60 drug combinations with 297,098 pairs across 59 cell lines. Task: Regression. Given two drug SMILES strings and cell line genomic features, predict the synergy score measuring deviation from expected non-interaction effect. (1) Drug 1: CC1=CC2C(CCC3(C2CCC3(C(=O)C)OC(=O)C)C)C4(C1=CC(=O)CC4)C. Drug 2: CC1=C(C(CCC1)(C)C)C=CC(=CC=CC(=CC(=O)O)C)C. Cell line: MOLT-4. Synergy scores: CSS=3.45, Synergy_ZIP=-3.64, Synergy_Bliss=-6.40, Synergy_Loewe=-8.20, Synergy_HSA=-4.27. (2) Drug 1: CC12CCC3C(C1CCC2O)C(CC4=C3C=CC(=C4)O)CCCCCCCCCS(=O)CCCC(C(F)(F)F)(F)F. Drug 2: N.N.Cl[Pt+2]Cl. Cell line: MCF7. Synergy scores: CSS=28.8, Synergy_ZIP=-8.12, Synergy_Bliss=-7.52, Synergy_Loewe=-1.55, Synergy_HSA=-0.239.